This data is from Catalyst prediction with 721,799 reactions and 888 catalyst types from USPTO. The task is: Predict which catalyst facilitates the given reaction. (1) Reactant: [CH2:1]([OH:3])C.N[C:5]1[CH:10]=CN=CC=1.[CH3:11][O:12][CH2:13][C@H:14]1[O:16][CH2:15]1.[C]=[O:18]. Product: [CH2:10]([O:18][C:1](=[O:3])[CH2:15][C@H:14]([OH:16])[CH2:13][O:12][CH3:11])[CH3:5]. The catalyst class is: 11. (2) Reactant: [F:1][C:2]1[CH:7]=[C:6]([F:8])[CH:5]=[CH:4][C:3]=1[C@:9]12[CH2:18][O:17][C@@H:16]([CH2:19][OH:20])[CH2:15][C@H:14]1[C@@H:13]([CH3:21])[S:12][C:11]([NH:22][C:23](=[O:30])[C:24]1[CH:29]=[CH:28][CH:27]=[CH:26][CH:25]=1)=[N:10]2.I[CH2:32][CH3:33].FC1C=C(F)C=CC=1[C@]12CO[C@@H](COC)C[C@H]1[C@@H](C)SC(NC(=O)C1C=CC=CC=1)=N2.CO. Product: [F:1][C:2]1[CH:7]=[C:6]([F:8])[CH:5]=[CH:4][C:3]=1[C@:9]12[CH2:18][O:17][C@@H:16]([CH2:19][O:20][CH2:32][CH3:33])[CH2:15][C@H:14]1[C@@H:13]([CH3:21])[S:12][C:11]([NH:22][C:23](=[O:30])[C:24]1[CH:25]=[CH:26][CH:27]=[CH:28][CH:29]=1)=[N:10]2. The catalyst class is: 4. (3) Reactant: C(OC([N:8]1[C:12](=[O:13])/[C:11](=[CH:14]\N(C)C)/[CH:10]2[CH2:18][C:19]3[C:24]([CH:9]12)=[CH:23][CH:22]=[CH:21][CH:20]=3)=O)(C)(C)C.Cl.[O:26]1CCOCC1. Product: [OH:26]/[CH:14]=[C:11]1/[CH:10]2[CH2:18][C:19]3[C:24](=[CH:23][CH:22]=[CH:21][CH:20]=3)[CH:9]2[NH:8][C:12]/1=[O:13]. The catalyst class is: 6.